Dataset: Full USPTO retrosynthesis dataset with 1.9M reactions from patents (1976-2016). Task: Predict the reactants needed to synthesize the given product. (1) Given the product [N:15]1([C:12]2[CH:13]=[CH:14][C:9]([NH:8][C:6]([C:5]3[CH:4]=[C:3]([CH:43]=[CH:42][CH:41]=3)[CH2:2][S:44][C:45]3[CH:46]=[C:47]([CH:51]=[CH:52][CH:53]=3)[C:48]([OH:50])=[O:49])=[O:7])=[C:10]([C:21]3[CH:22]=[C:23]([C:24](=[O:25])[NH:26][CH2:27][C:28]4[CH:33]=[CH:32][CH:31]=[C:30]([C:34]([F:35])([F:36])[F:37])[CH:29]=4)[CH:38]=[CH:39][N:40]=3)[CH:11]=2)[CH2:20][CH2:19][CH2:18][CH2:17][CH2:16]1, predict the reactants needed to synthesize it. The reactants are: Cl[CH2:2][C:3]1[CH:4]=[C:5]([CH:41]=[CH:42][CH:43]=1)[C:6]([NH:8][C:9]1[CH:14]=[CH:13][C:12]([N:15]2[CH2:20][CH2:19][CH2:18][CH2:17][CH2:16]2)=[CH:11][C:10]=1[C:21]1[CH:22]=[C:23]([CH:38]=[CH:39][N:40]=1)[C:24]([NH:26][CH2:27][C:28]1[CH:33]=[CH:32][CH:31]=[C:30]([C:34]([F:37])([F:36])[F:35])[CH:29]=1)=[O:25])=[O:7].[SH:44][C:45]1[CH:46]=[C:47]([CH:51]=[CH:52][CH:53]=1)[C:48]([OH:50])=[O:49].C([O-])([O-])=O.[K+].[K+]. (2) Given the product [Cl:1][C:2]1[CH:7]=[C:6]([NH:8][C:9]2[CH:10]=[CH:11][N:12]=[CH:13][N:14]=2)[C:5](=[O:21])[N:4]2[C:22]3([CH2:26][CH2:30][CH2:31][CH2:32][CH2:27]3)[NH:23][C:24](=[N:44][O:43][CH3:42])[C:3]=12, predict the reactants needed to synthesize it. The reactants are: [Cl:1][C:2]1[CH:7]=[C:6]([NH:8][C:9]2[N:14]=[CH:13][N:12]=[C:11](NC(C3CC3)=O)[CH:10]=2)[C:5](=[O:21])[N:4]2[C:22]([C:27]3[CH:32]=[CH:31][CH:30]=C(F)C=3)([CH3:26])[NH:23][C:24](=O)[C:3]=12.C(N(CC)CC)C.Cl.[CH3:42][O:43][NH2:44]. (3) Given the product [CH3:1][C:2]1[N:3]=[C:4]([Cl:9])[CH:5]=[C:6]([N:10]2[CH2:15][CH2:14][O:13][CH2:12][CH2:11]2)[N:7]=1, predict the reactants needed to synthesize it. The reactants are: [CH3:1][C:2]1[N:7]=[C:6](Cl)[CH:5]=[C:4]([Cl:9])[N:3]=1.[NH:10]1[CH2:15][CH2:14][O:13][CH2:12][CH2:11]1. (4) Given the product [CH2:19]([N:15]1[C:16]2[C:11](=[CH:10][C:9]([NH:8][CH:28]3[CH2:27][C:35]4[C:30](=[CH:31][CH:32]=[CH:33][CH:34]=4)[CH2:29]3)=[CH:18][N:17]=2)[C:12](=[O:26])[C:13]([C:21]([O:23][CH2:24][CH3:25])=[O:22])=[CH:14]1)[CH3:20], predict the reactants needed to synthesize it. The reactants are: S([O-])([O-])(=O)=O.[Na+].[Na+].[NH2:8][C:9]1[CH:10]=[C:11]2[C:16](=[N:17][CH:18]=1)[N:15]([CH2:19][CH3:20])[CH:14]=[C:13]([C:21]([O:23][CH2:24][CH3:25])=[O:22])[C:12]2=[O:26].[CH2:27]1[C:35]2[C:30](=[CH:31][CH:32]=[CH:33][CH:34]=2)[CH2:29][C:28]1=O.C(O[BH-](OC(=O)C)OC(=O)C)(=O)C.[Na+].C(=O)(O)[O-].[Na+]. (5) Given the product [ClH:43].[ClH:43].[N:11]1([CH2:14][C:15]([N:17]([C:19]2[CH:24]=[CH:23][C:22]([NH:25]/[C:26](=[C:33]3\[C:34](=[O:42])[NH:35][C:36]4[C:41]\3=[CH:40][CH:39]=[CH:38][CH:37]=4)/[C:27]3[CH:32]=[CH:31][CH:30]=[CH:29][CH:28]=3)=[CH:21][CH:20]=2)[CH3:18])=[O:16])[CH2:12][CH2:13][NH:8][CH2:9][CH2:10]1, predict the reactants needed to synthesize it. The reactants are: C([N:8]1[CH2:13][CH2:12][N:11]([CH2:14][C:15]([N:17]([C:19]2[CH:24]=[CH:23][C:22]([NH:25]/[C:26](=[C:33]3\[C:34](=[O:42])[NH:35][C:36]4[C:41]\3=[CH:40][CH:39]=[CH:38][CH:37]=4)/[C:27]3[CH:32]=[CH:31][CH:30]=[CH:29][CH:28]=3)=[CH:21][CH:20]=2)[CH3:18])=[O:16])[CH2:10][CH2:9]1)C1C=CC=CC=1.[Cl:43]C(OC(Cl)C)=O. (6) Given the product [CH2:23]([O:22][P:21]([CH2:2][CH2:3][CH2:4][CH2:5][CH2:6][CH2:7][C:8]([F:20])([F:19])[C:9]([F:18])([F:17])[C:10]([F:16])([F:15])[C:11]([F:14])([F:13])[F:12])([O:25][CH2:26][CH3:27])=[O:28])[CH3:24], predict the reactants needed to synthesize it. The reactants are: Br[CH2:2][CH2:3][CH2:4][CH2:5][CH2:6][CH2:7][C:8]([F:20])([F:19])[C:9]([F:18])([F:17])[C:10]([F:16])([F:15])[C:11]([F:14])([F:13])[F:12].[P:21]([O:28]CC)([O:25][CH2:26][CH3:27])[O:22][CH2:23][CH3:24].